Predict the reaction yield, written as a fraction of the theoretical maximum amount of product (1.0 means a 100% yield; for example, 0.34 means a 34% yield). From a dataset of Reaction yield outcomes from USPTO patents with 853,638 reactions. (1) The catalyst is CC(N(C)C)=O. The reactants are F[P-](F)(F)(F)(F)F.N1(OC(N(C)C)=[N+](C)C)C2N=CC=CC=2N=N1.C(OC([NH:32][C:33]1([C:48]([OH:50])=O)[CH2:38][CH2:37][N:36]([C:39]2[C:40]3[CH:47]=[CH:46][NH:45][C:41]=3[N:42]=[CH:43][N:44]=2)[CH2:35][CH2:34]1)=O)(C)(C)C.[Cl:51][C:52]1[CH:57]=[CH:56][C:55]([CH:58]([CH:60]2[CH2:62][CH2:61]2)[NH2:59])=[CH:54][CH:53]=1.CCN(C(C)C)C(C)C. The yield is 0.790. The product is [NH2:32][C:33]1([C:48]([NH:59][CH:58]([C:55]2[CH:54]=[CH:53][C:52]([Cl:51])=[CH:57][CH:56]=2)[CH:60]2[CH2:62][CH2:61]2)=[O:50])[CH2:34][CH2:35][N:36]([C:39]2[C:40]3[CH:47]=[CH:46][NH:45][C:41]=3[N:42]=[CH:43][N:44]=2)[CH2:37][CH2:38]1. (2) The reactants are [CH3:1][O:2][C:3]1[CH:4]=[CH:5][CH:6]=[C:7]2[C:11]=1[NH:10][N:9]=[C:8]2[CH2:12][CH2:13][C:14]([O:16]C)=[O:15].[OH-].[Na+]. The catalyst is O1CCCC1. The product is [CH3:1][O:2][C:3]1[CH:4]=[CH:5][CH:6]=[C:7]2[C:11]=1[NH:10][N:9]=[C:8]2[CH2:12][CH2:13][C:14]([OH:16])=[O:15]. The yield is 0.940. (3) The reactants are [C:1]([O:5][C:6]([N:8]1[CH2:12][CH2:11][C@@H:10]([C:13]([NH:15][NH:16][C:17]2[CH:22]=[CH:21][C:20]([F:23])=[CH:19][N:18]=2)=O)[CH2:9]1)=[O:7])([CH3:4])([CH3:3])[CH3:2].C1C=CC(P(C2C=CC=CC=2)C2C=CC=CC=2)=CC=1.CCN(CC)CC.ClC(Cl)(Cl)C(Cl)(Cl)Cl.CC(OC(OC(OC(C)(C)C)=O)=O)(C)C. The catalyst is C1COCC1.C(Cl)Cl.CO.O. The product is [C:1]([O:5][C:6]([N:8]1[CH2:12][CH2:11][C@@H:10]([C:13]2[N:18]3[CH:19]=[C:20]([F:23])[CH:21]=[CH:22][C:17]3=[N:16][N:15]=2)[CH2:9]1)=[O:7])([CH3:4])([CH3:3])[CH3:2]. The yield is 0.730. (4) The reactants are [Cl:1][C:2]1[C:7]([Cl:8])=[CH:6][C:5]([C:9](=[O:11])[CH3:10])=[C:4]([OH:12])[CH:3]=1.[I:13]N1C(=O)CCC1=O. The catalyst is C(O)(=O)C. The product is [Cl:1][C:2]1[C:7]([Cl:8])=[CH:6][C:5]([C:9](=[O:11])[CH3:10])=[C:4]([OH:12])[C:3]=1[I:13]. The yield is 0.460. (5) The reactants are Br[C:2]1[CH:9]=[N:8][CH:7]=[C:6]([Br:10])[C:3]=1[CH:4]=[O:5].[C:11]1(=[O:24])[C:16]2=[CH:17][C:18]3[CH2:19][CH2:20][CH2:21][CH2:22][C:23]=3[N:15]2[CH:14]=[CH:13][NH:12]1.C(=O)([O-])[O-].[Cs+].[Cs+].COC1C2C(=C3C(=CC=2)C(OC)=CC=N3)N=CC=1. The catalyst is [Cu]I.O1CCOCC1. The product is [Br:10][C:6]1[CH:7]=[N:8][CH:9]=[C:2]([N:12]2[CH:13]=[CH:14][N:15]3[C:23]4[CH2:22][CH2:21][CH2:20][CH2:19][C:18]=4[CH:17]=[C:16]3[C:11]2=[O:24])[C:3]=1[CH:4]=[O:5]. The yield is 0.350. (6) The reactants are Cl.[O:2]=[C:3]1[NH:12][C:11]2[N:10]=[CH:9][C:8](/[CH:13]=[CH:14]/[C:15]([OH:17])=O)=[CH:7][C:6]=2[CH2:5][CH2:4]1.F[C:19](F)(F)C(O)=O.[NH:25]1[CH2:29][CH2:28][CH2:27][C@@H:26]1[C:30]1[O:31][C:32]2[CH:38]=[CH:37][CH:36]=[CH:35][C:33]=2[N:34]=1.CCN(C(C)C)C(C)C.CCN=C=NCCCN(C)C. The catalyst is CN(C1C=CN=CC=1)C.CN(C=O)C. The product is [O:31]1[C:32]2[CH:38]=[CH:37][CH:36]=[CH:35][C:33]=2[N:34]=[C:30]1[CH:26]1[CH2:19][CH2:27][CH2:28][CH2:29][N:25]1[C:15](=[O:17])/[CH:14]=[CH:13]/[C:8]1[CH:7]=[C:6]2[C:11](=[N:10][CH:9]=1)[NH:12][C:3](=[O:2])[CH2:4][CH2:5]2. The yield is 0.130. (7) The reactants are [H-].[Na+].[Cl:3][C:4]1[N:12]=[C:11]2[C:7]([NH:8][CH:9]=[N:10]2)=[C:6]([Cl:13])[N:5]=1.[CH3:14]I.O. The catalyst is O1CCCC1. The product is [Cl:3][C:4]1[N:12]=[C:11]2[C:7]([N:8]=[CH:9][N:10]2[CH3:14])=[C:6]([Cl:13])[N:5]=1. The yield is 0.280.